Dataset: Reaction yield outcomes from USPTO patents with 853,638 reactions. Task: Predict the reaction yield, written as a fraction of the theoretical maximum amount of product (1.0 means a 100% yield; for example, 0.34 means a 34% yield). (1) The reactants are C([O:8][C:9]1[C:14]([CH3:15])=[CH:13][C:12]([C:16]2[CH:25]=[C:24]3[C:19]([C:20]([O:30][CH:31]([CH3:33])[CH3:32])=[CH:21][C:22]([O:26][CH:27]([CH3:29])[CH3:28])=[N:23]3)=[C:18](N)[N:17]=2)=[CH:11][C:10]=1[CH3:35])C1C=CC=CC=1.[H][H].C[OH:39]. The catalyst is [Pd]. The product is [OH:8][C:9]1[C:14]([CH3:15])=[CH:13][C:12]([C:16]2[NH:17][C:18](=[O:39])[C:19]3[C:20]([O:30][CH:31]([CH3:33])[CH3:32])=[CH:21][C:22]([O:26][CH:27]([CH3:28])[CH3:29])=[N:23][C:24]=3[CH:25]=2)=[CH:11][C:10]=1[CH3:35]. The yield is 0.432. (2) The reactants are [OH:1][CH2:2][C:3]([CH3:22])([CH3:21])[CH2:4][CH2:5][CH2:6][C:7](=[O:20])[CH2:8][CH2:9][CH2:10][CH2:11][C:12]([CH3:19])([CH3:18])[C:13]([O:15][CH2:16][CH3:17])=[O:14].[Cr](O[Cr]([O-])(=O)=O)([O-])(=O)=[O:24].[NH+]1C=CC=CC=1.[NH+]1C=CC=CC=1. The catalyst is CN(C=O)C.S(=O)(=O)(O)O.O. The product is [CH2:16]([O:15][C:13](=[O:14])[C:12]([CH3:19])([CH3:18])[CH2:11][CH2:10][CH2:9][CH2:8][C:7](=[O:20])[CH2:6][CH2:5][CH2:4][C:3]([CH3:21])([CH3:22])[C:2]([OH:24])=[O:1])[CH3:17]. The yield is 0.820. (3) The reactants are [F:1][C:2]1[CH:3]=[CH:4][C:5]([CH2:8][O:9][C:10]2[CH:15]=[CH:14][NH:13][C:12](=[O:16])[CH:11]=2)=[N:6][CH:7]=1.Br[C:18]1[CH:19]=[CH:20][C:21]2[C:22]3[CH2:31][N:30]([C:32]([O:34][C:35]([CH3:38])([CH3:37])[CH3:36])=[O:33])[CH2:29][CH2:28][C:23]=3[N:24]([CH3:27])[C:25]=2[CH:26]=1. No catalyst specified. The product is [F:1][C:2]1[CH:3]=[CH:4][C:5]([CH2:8][O:9][C:10]2[CH:15]=[CH:14][N:13]([C:18]3[CH:19]=[CH:20][C:21]4[C:22]5[CH2:31][N:30]([C:32]([O:34][C:35]([CH3:38])([CH3:37])[CH3:36])=[O:33])[CH2:29][CH2:28][C:23]=5[N:24]([CH3:27])[C:25]=4[CH:26]=3)[C:12](=[O:16])[CH:11]=2)=[N:6][CH:7]=1. The yield is 0.660. (4) The reactants are [NH2:1][C:2]1[C:7]([CH2:8][C:9]2[CH:14]=[CH:13][CH:12]=[CH:11][CH:10]=2)=[CH:6][CH:5]=[CH:4][N:3]=1.[CH3:15][O:16][CH:17]([O:22]C)[C:18](OC)=O. The catalyst is N. The product is [CH3:15][O:16][C:17]([CH:18]1[NH:1][C:2]2[N:3]=[CH:4][CH:5]=[CH:6][C:7]=2[CH2:8][C:9]2[CH:14]=[CH:13][CH:12]=[CH:11][C:10]1=2)=[O:22]. The yield is 0.730. (5) The reactants are [Cl:1][C:2]1[C:3]([O:12][C:13]2[CH:18]=[C:17]([O:19][CH2:20][CH2:21][O:22][CH3:23])[CH:16]=[CH:15][C:14]=2[CH2:24][CH2:25][C:26](O)=[O:27])=[N:4][CH:5]=[C:6]([C:8]([F:11])([F:10])[F:9])[CH:7]=1.[CH3:29][O:30][CH2:31][CH2:32][CH2:33][S:34]([NH2:37])(=[O:36])=[O:35].N12CCCN=C1CCCCC2. The catalyst is O1CCCC1. The product is [Cl:1][C:2]1[C:3]([O:12][C:13]2[CH:18]=[C:17]([O:19][CH2:20][CH2:21][O:22][CH3:23])[CH:16]=[CH:15][C:14]=2[CH2:24][CH2:25][C:26]([NH:37][S:34]([CH2:33][CH2:32][CH2:31][O:30][CH3:29])(=[O:36])=[O:35])=[O:27])=[N:4][CH:5]=[C:6]([C:8]([F:9])([F:10])[F:11])[CH:7]=1. The yield is 0.500. (6) The reactants are C(OC(=O)[NH:7][C:8]1[C:17]2[C:12](=[CH:13][CH:14]=[CH:15][CH:16]=2)[C:11]([C:18]2[O:22][CH:21]=[N:20][CH:19]=2)=[CH:10][CH:9]=1)(C)(C)C. The catalyst is FC(F)(F)C(O)=O. The product is [O:22]1[C:18]([C:11]2[C:12]3[C:17](=[CH:16][CH:15]=[CH:14][CH:13]=3)[C:8]([NH2:7])=[CH:9][CH:10]=2)=[CH:19][N:20]=[CH:21]1. The yield is 0.990. (7) The reactants are Cl[C:2](=[O:8])[C:3]([O:5]CC)=O.[F:9][C:10]1[CH:15]=[C:14]([F:16])[CH:13]=[CH:12][C:11]=1[NH:17][C:18]([NH:20][CH2:21][C:22]([CH3:25])([CH3:24])[CH3:23])=[S:19]. The catalyst is ClCCl. The product is [F:9][C:10]1[CH:15]=[C:14]([F:16])[CH:13]=[CH:12][C:11]=1[N:17]1[C:2](=[O:8])[C:3](=[O:5])[N:20]([CH2:21][C:22]([CH3:24])([CH3:23])[CH3:25])[C:18]1=[S:19]. The yield is 0.550.